Dataset: Catalyst prediction with 721,799 reactions and 888 catalyst types from USPTO. Task: Predict which catalyst facilitates the given reaction. (1) Reactant: [OH:1][C:2]1[CH:10]=[C:9]([C:11]2[C:16]([C:17]([F:20])([F:19])[F:18])=[CH:15][CH:14]=[CH:13][N:12]=2)[CH:8]=[CH:7][C:3]=1[C:4]([OH:6])=O.[C:21]([C:25]1[CH:31]=[CH:30][C:28]([NH2:29])=[CH:27][CH:26]=1)([CH3:24])([CH3:23])[CH3:22].CN([P+](ON1N=NC2C=CC=CC1=2)(N(C)C)N(C)C)C.F[P-](F)(F)(F)(F)F.C(N(CC)CC)C. Product: [C:21]([C:25]1[CH:26]=[CH:27][C:28]([NH:29][C:4](=[O:6])[C:3]2[CH:7]=[CH:8][C:9]([C:11]3[C:16]([C:17]([F:20])([F:19])[F:18])=[CH:15][CH:14]=[CH:13][N:12]=3)=[CH:10][C:2]=2[OH:1])=[CH:30][CH:31]=1)([CH3:24])([CH3:22])[CH3:23]. The catalyst class is: 3. (2) Reactant: C(OC(=O)[NH:10][CH2:11][C:12]1[O:13][C:14]([C:17]2[CH:22]=[CH:21][CH:20]=[C:19]([NH:23][C:24]([N:26]3[C@@H:32]4[CH2:33][N:29]([CH2:30][CH2:31]4)[C:28]4[CH:34]=[CH:35][C:36]([C:38]5[CH:43]=[CH:42][CH:41]=[C:40]([C:44]([F:47])([F:46])[F:45])[CH:39]=5)=[N:37][C:27]3=4)=[O:25])[CH:18]=2)=[CH:15][N:16]=1)C1C=CC=CC=1. Product: [NH2:10][CH2:11][C:12]1[O:13][C:14]([C:17]2[CH:18]=[C:19]([NH:23][C:24]([N:26]3[C@@H:32]4[CH2:33][N:29]([CH2:30][CH2:31]4)[C:28]4[CH:34]=[CH:35][C:36]([C:38]5[CH:43]=[CH:42][CH:41]=[C:40]([C:44]([F:47])([F:46])[F:45])[CH:39]=5)=[N:37][C:27]3=4)=[O:25])[CH:20]=[CH:21][CH:22]=2)=[CH:15][N:16]=1. The catalyst class is: 413. (3) Reactant: [Cl:1][C:2]1[CH:3]=[C:4]([C:9]2[N:14]=[C:13]([S:15][CH3:16])[N:12]=[C:11](Cl)[C:10]=2[C:18]#[N:19])[CH:5]=[CH:6][C:7]=1[Cl:8].[SH:20][CH2:21][C:22]([NH2:24])=[O:23].ClCCl. Product: [Cl:1][C:2]1[CH:3]=[C:4]([C:9]2[N:14]=[C:13]([S:15][CH3:16])[N:12]=[C:11]([S:20][CH2:21][C:22]([NH2:24])=[O:23])[C:10]=2[C:18]#[N:19])[CH:5]=[CH:6][C:7]=1[Cl:8]. The catalyst class is: 8. (4) Reactant: [I:1]Cl.[C:3]1([CH:10]=[CH:9][CH:8]=[C:6]([OH:7])[CH:5]=1)[OH:4].O.S([O-])([O-])=O.[Na+].[Na+]. Product: [I:1][C:8]1[CH:9]=[CH:10][C:3]([OH:4])=[CH:5][C:6]=1[OH:7]. The catalyst class is: 27. (5) The catalyst class is: 821. Product: [OH:15][CH2:14][C:10]1[S:11][C:7]([S:11][CH2:10][CH2:9][CH2:8][CH3:7])=[CH:8][CH:9]=1. Reactant: [BH4-].[Na+].C([C:7]1[S:11][C:10](C=S)=[CH:9][CH:8]=1)CCC.[CH3:14][OH:15]. (6) Reactant: [CH3:1][O:2][C:3]1[CH:4]=[C:5]([C:11]([C:13]2[CH:18]=[C:17]([O:19][CH3:20])[C:16]([O:21][CH3:22])=[C:15]([O:23][CH3:24])[CH:14]=2)=O)[CH:6]=[C:7]([O:9][CH3:10])[CH:8]=1.C(OP([CH2:33][C:34]#[N:35])(=O)OCC)C.C[Si]([N-][Si](C)(C)C)(C)C.[K+].O1C2C=CC(C(C3C=C(OC)C=C(OC)C=3)=CC#N)=CC=2OCC1. Product: [CH3:1][O:2][C:3]1[CH:4]=[C:5]([C:11]([C:13]2[CH:18]=[C:17]([O:19][CH3:20])[C:16]([O:21][CH3:22])=[C:15]([O:23][CH3:24])[CH:14]=2)=[CH:33][C:34]#[N:35])[CH:6]=[C:7]([O:9][CH3:10])[CH:8]=1. The catalyst class is: 1. (7) The catalyst class is: 31. Product: [CH2:1]([N:3]([CH2:4][C:5]1[CH:10]=[CH:9][C:8]([C:11]([F:12])([F:13])[F:14])=[CH:7][CH:6]=1)[C:30](=[O:31])[CH2:29][C:26]1[CH:25]=[CH:24][C:23]([S:22][CH2:21][C:20]2[CH:33]=[CH:34][CH:35]=[CH:36][C:19]=2[C:17]([O:16][CH3:15])=[O:18])=[CH:28][CH:27]=1)[CH3:2]. Reactant: [CH2:1]([NH:3][CH2:4][C:5]1[CH:10]=[CH:9][C:8]([C:11]([F:14])([F:13])[F:12])=[CH:7][CH:6]=1)[CH3:2].[CH3:15][O:16][C:17]([C:19]1[CH:36]=[CH:35][CH:34]=[CH:33][C:20]=1[CH2:21][S:22][C:23]1[CH:28]=[CH:27][C:26]([CH2:29][C:30](O)=[O:31])=[CH:25][CH:24]=1)=[O:18].CN(C(ON1N=NC2C=CC=CC1=2)=[N+](C)C)C.[B-](F)(F)(F)F.CCN(C(C)C)C(C)C. (8) Reactant: [F:1][C:2]1[CH:7]=[CH:6][CH:5]=[C:4]([F:8])[C:3]=1[CH2:9][S:10]([C:13]1[CH:14]=[C:15]2[C:19](=[CH:20][CH:21]=1)[NH:18][C:17](=[O:22])/[C:16]/2=[CH:23]\[C:24]1[NH:28][C:27]([CH3:29])=[C:26]([C:30]([OH:32])=O)[C:25]=1[CH3:33])(=[O:12])=[O:11].CN(C(ON1N=NC2C=CC=NC1=2)=[N+](C)C)C.F[P-](F)(F)(F)(F)F.[N:58]1([CH2:63][C@@H:64]2[CH2:69][CH2:68][CH2:67][NH:66][CH2:65]2)[CH2:62][CH2:61][CH2:60][CH2:59]1. Product: [F:1][C:2]1[CH:7]=[CH:6][CH:5]=[C:4]([F:8])[C:3]=1[CH2:9][S:10]([C:13]1[CH:14]=[C:15]2[C:19](=[CH:20][CH:21]=1)[NH:18][C:17](=[O:22])/[C:16]/2=[CH:23]\[C:24]1[NH:28][C:27]([CH3:29])=[C:26]([C:30]([N:66]2[CH2:67][CH2:68][CH2:69][C@@H:64]([CH2:63][N:58]3[CH2:59][CH2:60][CH2:61][CH2:62]3)[CH2:65]2)=[O:32])[C:25]=1[CH3:33])(=[O:12])=[O:11]. The catalyst class is: 3. (9) The catalyst class is: 79. Reactant: [I:1][C:2]1[CH:3]=[N:4][N:5]([C@H:7]2[CH2:12][CH2:11][C@H:10]([OH:13])[CH2:9][CH2:8]2)[CH:6]=1.[Si:14](Cl)([C:17]([CH3:20])([CH3:19])[CH3:18])([CH3:16])[CH3:15].N1C=CN=C1. Product: [Si:14]([O:13][C@H:10]1[CH2:9][CH2:8][C@H:7]([N:5]2[CH:6]=[C:2]([I:1])[CH:3]=[N:4]2)[CH2:12][CH2:11]1)([C:17]([CH3:20])([CH3:19])[CH3:18])([CH3:16])[CH3:15]. (10) The catalyst class is: 11. Reactant: [Cl:1][C:2]1[CH:18]=[C:17]([I:19])[CH:16]=[C:15]([Cl:20])[C:3]=1[C:4]([NH:6][C:7]1[CH:12]=[CH:11][N:10]=[C:9]([Cl:13])[C:8]=1[F:14])=O.S(Cl)([Cl:23])=O. Product: [Cl:1][C:2]1[CH:18]=[C:17]([I:19])[CH:16]=[C:15]([Cl:20])[C:3]=1[C:4]([Cl:23])=[N:6][C:7]1[CH:12]=[CH:11][N:10]=[C:9]([Cl:13])[C:8]=1[F:14].